This data is from Peptide-MHC class I binding affinity with 185,985 pairs from IEDB/IMGT. The task is: Regression. Given a peptide amino acid sequence and an MHC pseudo amino acid sequence, predict their binding affinity value. This is MHC class I binding data. (1) The binding affinity (normalized) is 0.214. The peptide sequence is WAKVLVVLLL. The MHC is Patr-B0101 with pseudo-sequence Patr-B0101. (2) The peptide sequence is VRMYNPTNIL. The MHC is Mamu-B08 with pseudo-sequence Mamu-B08. The binding affinity (normalized) is 0.530. (3) The peptide sequence is RGKLKRRAI. The MHC is HLA-B58:01 with pseudo-sequence HLA-B58:01. The binding affinity (normalized) is 0.0847. (4) The peptide sequence is RTVSVMFFI. The MHC is HLA-C15:02 with pseudo-sequence HLA-C15:02. The binding affinity (normalized) is 0.534. (5) The peptide sequence is FLIVSLCPT. The MHC is HLA-A03:01 with pseudo-sequence HLA-A03:01. The binding affinity (normalized) is 0.274. (6) The peptide sequence is EFINTGSSK. The MHC is HLA-A11:01 with pseudo-sequence HLA-A11:01. The binding affinity (normalized) is 0.0393. (7) The peptide sequence is RLDKPLWLH. The MHC is HLA-A69:01 with pseudo-sequence HLA-A69:01. The binding affinity (normalized) is 0.0847.